This data is from Peptide-MHC class II binding affinity with 134,281 pairs from IEDB. The task is: Regression. Given a peptide amino acid sequence and an MHC pseudo amino acid sequence, predict their binding affinity value. This is MHC class II binding data. (1) The peptide sequence is PVQEFTVPRTKYTAT. The MHC is DRB1_1602 with pseudo-sequence DRB1_1602. The binding affinity (normalized) is 0.484. (2) The peptide sequence is QDHQEEICEVVLAKS. The MHC is HLA-DQA10101-DQB10501 with pseudo-sequence HLA-DQA10101-DQB10501. The binding affinity (normalized) is 0.0553. (3) The peptide sequence is STWYGKPTAAGPKDN. The MHC is DRB1_0101 with pseudo-sequence DRB1_0101. The binding affinity (normalized) is 0.160. (4) The peptide sequence is NNLMMIEQYPYVVIM. The MHC is DRB1_0405 with pseudo-sequence DRB1_0405. The binding affinity (normalized) is 0.353. (5) The peptide sequence is LIDDVIAILPVDELY. The MHC is HLA-DQA10301-DQB10301 with pseudo-sequence HLA-DQA10301-DQB10301. The binding affinity (normalized) is 0.0495. (6) The peptide sequence is KMIGGIGGFVKVRQYDQIPI. The MHC is HLA-DPA10201-DPB10101 with pseudo-sequence HLA-DPA10201-DPB10101. The binding affinity (normalized) is 0.210. (7) The peptide sequence is SVGKGIHTVFGSAFQ. The MHC is DRB4_0101 with pseudo-sequence DRB4_0103. The binding affinity (normalized) is 0.246.